This data is from Forward reaction prediction with 1.9M reactions from USPTO patents (1976-2016). The task is: Predict the product of the given reaction. (1) Given the reactants [C:1]([NH:4][C:5]1[S:6][CH:7]=[C:8]([CH2:10][CH2:11][C:12]2[CH:17]=[CH:16][C:15]([CH2:18][C:19]([OH:21])=[O:20])=[CH:14][CH:13]=2)[N:9]=1)(=[O:3])[CH3:2].[C:22](Cl)(=O)C(Cl)=O, predict the reaction product. The product is: [C:1]([NH:4][C:5]1[S:6][CH:7]=[C:8]([CH2:10][CH2:11][C:12]2[CH:17]=[CH:16][C:15]([CH2:18][C:19]([O:21][CH3:22])=[O:20])=[CH:14][CH:13]=2)[N:9]=1)(=[O:3])[CH3:2]. (2) Given the reactants [CH3:1][C:2]1[C:6]([CH2:7][S:8][CH2:9][C:10]([N:12]2[CH2:17][CH2:16][N:15]([C:18]3[CH:23]=[CH:22][CH:21]=[CH:20][C:19]=3[CH3:24])[CH2:14][CH2:13]2)=O)=[C:5]([CH3:25])[O:4][N:3]=1.[H-].[H-].[H-].[H-].[Li+].[Al+3], predict the reaction product. The product is: [CH3:1][C:2]1[C:6]([CH2:7][S:8][CH2:9][CH2:10][N:12]2[CH2:13][CH2:14][N:15]([C:18]3[CH:23]=[CH:22][CH:21]=[CH:20][C:19]=3[CH3:24])[CH2:16][CH2:17]2)=[C:5]([CH3:25])[O:4][N:3]=1. (3) Given the reactants [CH:1]12[CH2:10][CH:5]3[CH2:6][CH:7]([CH2:9][CH:3]([CH2:4]3)[CH:2]1[NH:11][CH:12]([CH3:14])[CH3:13])[CH2:8]2.[CH3:15][N:16]1[C:20]([C:21]2[CH:26]=[CH:25][CH:24]=[CH:23][CH:22]=2)=[C:19]([C:27](O)=[O:28])[CH:18]=[N:17]1, predict the reaction product. The product is: [CH:1]12[CH2:10][CH:5]3[CH2:6][CH:7]([CH2:9][CH:3]([CH2:4]3)[CH:2]1[N:11]([CH:12]([CH3:14])[CH3:13])[C:27]([C:19]1[CH:18]=[N:17][N:16]([CH3:15])[C:20]=1[C:21]1[CH:22]=[CH:23][CH:24]=[CH:25][CH:26]=1)=[O:28])[CH2:8]2. (4) The product is: [N:1]1([S:6]([C:9]2[CH:16]=[CH:15][CH:14]=[CH:13][C:10]=2[CH2:11][NH2:12])(=[O:8])=[O:7])[CH2:2][CH2:3][CH2:4][CH2:5]1. Given the reactants [N:1]1([S:6]([C:9]2[CH:16]=[CH:15][CH:14]=[CH:13][C:10]=2[C:11]#[N:12])(=[O:8])=[O:7])[CH2:5][CH2:4][CH2:3][CH2:2]1, predict the reaction product.